The task is: Predict the reaction yield, written as a fraction of the theoretical maximum amount of product (1.0 means a 100% yield; for example, 0.34 means a 34% yield).. This data is from Reaction yield outcomes from USPTO patents with 853,638 reactions. (1) The reactants are C(OC([N:6]=[S@:7]([C:12]1[CH:17]=[CH:16][C:15]([NH:18][C:19]2[N:24]=[C:23]([NH:25][C@@H:26]([CH2:29][OH:30])[CH2:27][CH3:28])[C:22]([C:31]3[S:32][CH:33]=[CH:34][CH:35]=3)=[CH:21][N:20]=2)=[CH:14][CH:13]=1)([CH:9]1[CH2:11][CH2:10]1)=[O:8])=O)C.CC[O-].[Na+]. No catalyst specified. The product is [OH:30][CH2:29][C@H:26]([NH:25][C:23]1[C:22]([C:31]2[S:32][CH:33]=[CH:34][CH:35]=2)=[CH:21][N:20]=[C:19]([NH:18][C:15]2[CH:14]=[CH:13][C:12]([S@:7]([CH:9]3[CH2:11][CH2:10]3)(=[NH:6])=[O:8])=[CH:17][CH:16]=2)[N:24]=1)[CH2:27][CH3:28]. The yield is 0.810. (2) The reactants are [CH2:1]([O:3][C:4]([C:6]1[NH:7][C:8]2[C:13]([CH:14]=1)=[CH:12][C:11]([Cl:15])=[CH:10][C:9]=2[CH3:16])=[O:5])[CH3:2].[C:17](O[C:17]([O:19][C:20]([CH3:23])([CH3:22])[CH3:21])=[O:18])([O:19][C:20]([CH3:23])([CH3:22])[CH3:21])=[O:18].CCN(CC)CC.Cl. The catalyst is C(Cl)Cl.CN(C1C=CN=CC=1)C. The product is [CH3:2][CH2:1][O:3][C:4]([C:6]1[N:7]([C:17]([O:19][C:20]([CH3:23])([CH3:22])[CH3:21])=[O:18])[C:8]2[C:13]([CH:14]=1)=[CH:12][C:11]([Cl:15])=[CH:10][C:9]=2[CH3:16])=[O:5]. The yield is 0.970. (3) The reactants are [NH2:1][C@:2]12[CH2:45][CH2:44][C@@H:43]([C:46]([CH3:48])=[CH2:47])[C@@H:3]1[C@@H:4]1[C@@:17]([CH3:20])([CH2:18][CH2:19]2)[C@@:16]2([CH3:21])[C@@H:7]([C@:8]3([CH3:42])[C@@H:13]([CH2:14][CH2:15]2)[C:12]([CH3:23])([CH3:22])[C:11]([C:24]2[CH2:29][CH2:28][C@:27]([CH2:40][F:41])([C:30]([O:32][CH2:33][C:34]4[CH:39]=[CH:38][CH:37]=[CH:36][CH:35]=4)=[O:31])[CH2:26][CH:25]=2)=[CH:10][CH2:9]3)[CH2:6][CH2:5]1.[OH:49][C:50]1([CH2:54][CH:55]=O)[CH2:53][O:52][CH2:51]1.C(=O)(O)[O-].[Na+].C(=O)([O-])[O-].[Na+].[Na+]. The catalyst is CO.C(O)(=O)C. The product is [F:41][CH2:40][C@:27]1([C:30]([O:32][CH2:33][C:34]2[CH:35]=[CH:36][CH:37]=[CH:38][CH:39]=2)=[O:31])[CH2:28][CH2:29][C:24]([C:11]2[C:12]([CH3:22])([CH3:23])[C@H:13]3[C@:8]([CH3:42])([CH2:9][CH:10]=2)[C@@H:7]2[C@:16]([CH3:21])([C@@:17]4([CH3:20])[C@H:4]([CH2:5][CH2:6]2)[C@H:3]2[C@H:43]([C:46]([CH3:48])=[CH2:47])[CH2:44][CH2:45][C@:2]2([NH:1][CH2:55][CH2:54][C:50]2([OH:49])[CH2:53][O:52][CH2:51]2)[CH2:19][CH2:18]4)[CH2:15][CH2:14]3)=[CH:25][CH2:26]1. The yield is 0.950. (4) The reactants are [CH2:1]([N:7]=[C:8]=[O:9])[CH2:2][CH2:3][CH2:4][CH2:5][CH3:6].Cl.[CH2:11]([NH2:18])[C:12]1[CH:17]=[CH:16][CH:15]=[CH:14][CH:13]=1.C(N(C(C)C)CC)(C)C. The catalyst is C(Cl)(Cl)Cl. The product is [CH2:1]([NH:7][C:8]([NH:18][CH2:11][C:12]1[CH:17]=[CH:16][CH:15]=[CH:14][CH:13]=1)=[O:9])[CH2:2][CH2:3][CH2:4][CH2:5][CH3:6]. The yield is 0.910. (5) The reactants are [Br:1][C:2]1[CH:3]=[C:4]([CH:8]=[CH:9][C:10]=1[CH3:11])[C:5]([OH:7])=[O:6].S(=O)(=O)(O)O.[CH3:17]O. No catalyst specified. The product is [Br:1][C:2]1[CH:3]=[C:4]([CH:8]=[CH:9][C:10]=1[CH3:11])[C:5]([O:7][CH3:17])=[O:6]. The yield is 0.940. (6) The reactants are [Cl:1][C:2]1[CH:26]=[C:25]([Cl:27])[CH:24]=[CH:23][C:3]=1[CH2:4][N:5]1[C:9](/[CH:10]=[CH:11]/[C:12]([O:14][CH2:15][CH3:16])=[O:13])=[CH:8][C:7]([C:17]2[CH:22]=[CH:21][CH:20]=[CH:19][CH:18]=2)=[N:6]1. The catalyst is [C].[Pd].O1CCCC1. The product is [Cl:1][C:2]1[CH:26]=[C:25]([Cl:27])[CH:24]=[CH:23][C:3]=1[CH2:4][N:5]1[C:9]([CH2:10][CH2:11][C:12]([O:14][CH2:15][CH3:16])=[O:13])=[CH:8][C:7]([C:17]2[CH:18]=[CH:19][CH:20]=[CH:21][CH:22]=2)=[N:6]1. The yield is 0.600. (7) The reactants are [NH2:1][C:2]1[C:11]2[C:6](=[C:7](I)[C:8]([F:12])=[CH:9][CH:10]=2)[N:5]=[N:4][C:3]=1[C:14]([NH:16][CH2:17][CH2:18][CH3:19])=[O:15].[F:20][C:21]1[CH:26]=[C:25]([O:27][CH3:28])[CH:24]=[CH:23][C:22]=1B(O)O. No catalyst specified. The product is [NH2:1][C:2]1[C:11]2[C:6](=[C:7]([C:22]3[CH:23]=[CH:24][C:25]([O:27][CH3:28])=[CH:26][C:21]=3[F:20])[C:8]([F:12])=[CH:9][CH:10]=2)[N:5]=[N:4][C:3]=1[C:14]([NH:16][CH2:17][CH2:18][CH3:19])=[O:15]. The yield is 0.670. (8) The product is [N:1]1([C:6]2[CH:11]=[CH:10][C:9]([C:12]3[CH:16]=[CH:15][N:14]([CH2:17][CH2:18][C:19]([OH:21])=[O:20])[C:13]=3[C:22]3[CH:27]=[CH:26][C:25]([C:28](=[O:31])[NH2:29])=[CH:24][C:23]=3[CH3:30])=[CH:8][CH:7]=2)[CH:5]=[CH:4][N:3]=[CH:2]1. The catalyst is CS(C)=O. The reactants are [N:1]1([C:6]2[CH:11]=[CH:10][C:9]([C:12]3[CH:16]=[CH:15][N:14]([CH2:17][CH2:18][C:19]([OH:21])=[O:20])[C:13]=3[C:22]3[CH:27]=[CH:26][C:25]([C:28]#[N:29])=[CH:24][C:23]=3[CH3:30])=[CH:8][CH:7]=2)[CH:5]=[CH:4][N:3]=[CH:2]1.[OH-:31].[Na+].OO.Cl. The yield is 0.154.